From a dataset of Forward reaction prediction with 1.9M reactions from USPTO patents (1976-2016). Predict the product of the given reaction. (1) Given the reactants C[O:2][C:3]([CH:5]1[C:9]2([CH2:11][CH2:10]2)[C:8](=[O:12])[N:7]([CH2:13][C:14]2[CH:19]=[CH:18][C:17]([O:20][CH3:21])=[CH:16][C:15]=2[O:22][CH3:23])[CH2:6]1)=[O:4].[OH-].[Na+].Cl, predict the reaction product. The product is: [CH3:23][O:22][C:15]1[CH:16]=[C:17]([O:20][CH3:21])[CH:18]=[CH:19][C:14]=1[CH2:13][N:7]1[CH2:6][CH:5]([C:3]([OH:4])=[O:2])[C:9]2([CH2:11][CH2:10]2)[C:8]1=[O:12]. (2) Given the reactants [CH3:1][C:2]1[CH:3]=[CH:4][CH:5]=[C:6]([C:18]([O:20]C)=[O:19])[C:7]=1[C:8]1[CH:13]=[CH:12][C:11]([C:14]([F:17])([F:16])[F:15])=[CH:10][CH:9]=1.[OH-].[Na+].O, predict the reaction product. The product is: [CH3:1][C:2]1[CH:3]=[CH:4][CH:5]=[C:6]([C:18]([OH:20])=[O:19])[C:7]=1[C:8]1[CH:13]=[CH:12][C:11]([C:14]([F:16])([F:17])[F:15])=[CH:10][CH:9]=1. (3) Given the reactants [C:1]([O:5][C:6]([N:8]1[CH2:15][CH:14]2[N:16]([C:17]([O:19][C:20]([CH3:23])([CH3:22])[CH3:21])=[O:18])[CH:10]([CH2:11][C:12]([C:39]3[S:40][CH:41]=[C:42]([CH2:44][CH2:45][CH2:46][OH:47])[N:43]=3)=[C:13]2[C:24](=[O:38])[N:25]([CH:35]2[CH2:37][CH2:36]2)[CH2:26][C:27]2[CH:32]=[CH:31][CH:30]=[C:29]([Cl:33])[C:28]=2[Cl:34])[CH2:9]1)=[O:7])([CH3:4])([CH3:3])[CH3:2].[F:48][C:49]1[CH:54]=[CH:53][CH:52]=[C:51]([F:55])[C:50]=1O, predict the reaction product. The product is: [C:1]([O:5][C:6]([N:8]1[CH2:15][CH:14]2[N:16]([C:17]([O:19][C:20]([CH3:23])([CH3:22])[CH3:21])=[O:18])[CH:10]([CH2:11][C:12]([C:39]3[S:40][CH:41]=[C:42]([CH2:44][CH2:45][CH2:46][O:47][C:50]4[C:49]([F:48])=[CH:54][CH:53]=[CH:52][C:51]=4[F:55])[N:43]=3)=[C:13]2[C:24](=[O:38])[N:25]([CH:35]2[CH2:36][CH2:37]2)[CH2:26][C:27]2[CH:32]=[CH:31][CH:30]=[C:29]([Cl:33])[C:28]=2[Cl:34])[CH2:9]1)=[O:7])([CH3:4])([CH3:2])[CH3:3]. (4) Given the reactants C(=O)([O-])[O-].[K+].[K+].Br[C:8]1[CH:9]=[N:10][CH:11]=[C:12]([Br:15])[C:13]=1[CH3:14].[CH3:16][O:17][C:18]1[CH:23]=[CH:22][C:21](B(O)O)=[CH:20][CH:19]=1.C(OCC)(=O)C, predict the reaction product. The product is: [Br:15][C:12]1[CH:11]=[N:10][CH:9]=[C:8]([C:21]2[CH:22]=[CH:23][C:18]([O:17][CH3:16])=[CH:19][CH:20]=2)[C:13]=1[CH3:14]. (5) Given the reactants Cl[C:2]1[C:11]([CH3:12])=[C:10]([Cl:13])[C:9]2[C:4](=[CH:5][C:6]([F:15])=[CH:7][C:8]=2[F:14])[N:3]=1.[CH3:16][O:17][CH2:18][C@H:19]1[CH2:23][CH2:22][CH2:21][NH:20]1.C(N(CC)CC)C, predict the reaction product. The product is: [Cl:13][C:10]1[C:9]2[C:4](=[CH:5][C:6]([F:15])=[CH:7][C:8]=2[F:14])[N:3]=[C:2]([N:20]2[CH2:21][CH2:22][CH2:23][C@@H:19]2[CH2:18][O:17][CH3:16])[C:11]=1[CH3:12]. (6) Given the reactants [NH2:1][CH2:2][CH2:3][N:4]([CH3:8])[CH2:5][CH2:6][NH2:7].[N+:9]([C:12]1[CH:17]=[CH:16][CH:15]=[CH:14][C:13]=1[S:18](Cl)(=[O:20])=[O:19])([O-:11])=[O:10], predict the reaction product. The product is: [NH2:1][CH2:2][CH2:3][N:4]([CH3:8])[CH2:5][CH2:6][NH:7][S:18]([C:13]1[CH:14]=[CH:15][CH:16]=[CH:17][C:12]=1[N+:9]([O-:11])=[O:10])(=[O:19])=[O:20]. (7) Given the reactants Cl.[Cl:2][C:3]1[CH:8]=[CH:7][C:6]([C:9]2[CH:14]=[CH:13][CH:12]=[CH:11][C:10]=2[C@H:15]([C:31]#[N:32])[CH:16]2[CH2:21][CH2:20][N:19]([C:22]3[CH:30]=[CH:29][C:25]([C:26](O)=[O:27])=[CH:24][CH:23]=3)[CH2:18][CH2:17]2)=[CH:5][CH:4]=1.[O:33]1[CH2:38][CH2:37][N:36]([CH2:39][CH2:40][C@@H:41]([NH:50][C:51]2[CH:56]=[CH:55][C:54]([S:57]([NH2:60])(=[O:59])=[O:58])=[CH:53][C:52]=2[S:61]([C:64]([F:67])([F:66])[F:65])(=[O:63])=[O:62])[CH2:42][S:43][C:44]2[CH:49]=[CH:48][CH:47]=[CH:46][CH:45]=2)[CH2:35][CH2:34]1, predict the reaction product. The product is: [Cl:2][C:3]1[CH:4]=[CH:5][C:6]([C:9]2[CH:14]=[CH:13][CH:12]=[CH:11][C:10]=2[C@H:15]([C:31]#[N:32])[CH:16]2[CH2:21][CH2:20][N:19]([C:22]3[CH:23]=[CH:24][C:25]([C:26]([NH:60][S:57]([C:54]4[CH:55]=[CH:56][C:51]([NH:50][C@H:41]([CH2:40][CH2:39][N:36]5[CH2:37][CH2:38][O:33][CH2:34][CH2:35]5)[CH2:42][S:43][C:44]5[CH:45]=[CH:46][CH:47]=[CH:48][CH:49]=5)=[C:52]([S:61]([C:64]([F:67])([F:65])[F:66])(=[O:63])=[O:62])[CH:53]=4)(=[O:58])=[O:59])=[O:27])=[CH:29][CH:30]=3)[CH2:18][CH2:17]2)=[CH:7][CH:8]=1. (8) Given the reactants [CH3:1][C:2]1[CH:7]=[CH:6][C:5]([S:8]([NH:11][CH2:12][CH2:13][C:14]([OH:16])=O)(=[O:10])=[O:9])=[CH:4][CH:3]=1.[NH:17]1[CH2:21][CH2:20][CH2:19][CH2:18]1, predict the reaction product. The product is: [CH3:1][C:2]1[CH:3]=[CH:4][C:5]([S:8]([NH:11][CH2:12][CH2:13][C:14]([N:17]2[CH2:21][CH2:20][CH2:19][CH2:18]2)=[O:16])(=[O:9])=[O:10])=[CH:6][CH:7]=1.